From a dataset of Reaction yield outcomes from USPTO patents with 853,638 reactions. Predict the reaction yield, written as a fraction of the theoretical maximum amount of product (1.0 means a 100% yield; for example, 0.34 means a 34% yield). (1) The reactants are C([O:3][C:4]([C:6]1[O:7][C:8]2[C:13]([C:14](=[O:16])[CH:15]=1)=[CH:12][C:11]([O:17][CH3:18])=[CH:10][C:9]=2[N:19]1[CH2:24][CH2:23][N:22]([CH3:25])[CH2:21][CH2:20]1)=[O:5])C.CO.[ClH:28]. No catalyst specified. The product is [ClH:28].[CH3:18][O:17][C:11]1[CH:12]=[C:13]2[C:8](=[C:9]([N:19]3[CH2:24][CH2:23][N:22]([CH3:25])[CH2:21][CH2:20]3)[CH:10]=1)[O:7][C:6]([C:4]([OH:5])=[O:3])=[CH:15][C:14]2=[O:16]. The yield is 1.00. (2) The yield is 0.930. The product is [Br:13][C:7]1[CH:8]=[C:9]2[C:4](=[CH:5][CH:6]=1)[N:3]=[C:2]([NH:1][C:14](=[O:16])[CH3:15])[CH:11]=[C:10]2[OH:12]. The catalyst is C(O)(=O)C. The reactants are [NH2:1][C:2]1[CH:11]=[C:10]([OH:12])[C:9]2[C:4](=[CH:5][CH:6]=[C:7]([Br:13])[CH:8]=2)[N:3]=1.[C:14](OC(=O)C)(=[O:16])[CH3:15].S(=O)(=O)(O)O.O. (3) The reactants are Cl[C:2]1[N:7]=[CH:6][C:5]([S:8]([C:11]2[N:15]([C:16]3[CH:21]=[CH:20][C:19]([CH3:22])=[CH:18][C:17]=3[F:23])[N:14]=[C:13]([CH2:24][N:25]([CH3:33])[C:26](=[O:32])[O:27][C:28]([CH3:31])([CH3:30])[CH3:29])[CH:12]=2)(=[O:10])=[O:9])=[CH:4][CH:3]=1.[C:34](=O)([O-])[O-].[K+].[K+].CB(O)O. The catalyst is C1(OC)CCCC1. The product is [CH3:34][C:2]1[N:7]=[CH:6][C:5]([S:8]([C:11]2[N:15]([C:16]3[CH:21]=[CH:20][C:19]([CH3:22])=[CH:18][C:17]=3[F:23])[N:14]=[C:13]([CH2:24][N:25]([CH3:33])[C:26](=[O:32])[O:27][C:28]([CH3:29])([CH3:31])[CH3:30])[CH:12]=2)(=[O:9])=[O:10])=[CH:4][CH:3]=1. The yield is 0.520. (4) The reactants are Cl[C:2]1[CH:7]=[C:6]([O:8][CH3:9])[N:5]=[C:4]([S:10][CH3:11])[N:3]=1.CC1(C)C(C)(C)OB([C:20]2[CH:29]=[CH:28][C:23]3[NH:24][C:25]([NH2:27])=[N:26][C:22]=3[CH:21]=2)O1. The catalyst is CN(C=O)C.C([O-])([O-])=O.[K+].[K+].C1C=CC([P]([Pd]([P](C2C=CC=CC=2)(C2C=CC=CC=2)C2C=CC=CC=2)([P](C2C=CC=CC=2)(C2C=CC=CC=2)C2C=CC=CC=2)[P](C2C=CC=CC=2)(C2C=CC=CC=2)C2C=CC=CC=2)(C2C=CC=CC=2)C2C=CC=CC=2)=CC=1. The product is [CH3:9][O:8][C:6]1[N:5]=[C:4]([S:10][CH3:11])[N:3]=[C:2]([C:20]2[CH:29]=[CH:28][C:23]3[NH:24][C:25]([NH2:27])=[N:26][C:22]=3[CH:21]=2)[CH:7]=1. The yield is 0.870. (5) The reactants are Br[C:2]1[CH:7]=[CH:6][CH:5]=[CH:4][N:3]=1.[Li]CCCC.[Br:13][C:14]1[CH:19]=[CH:18][C:17]([NH:20][C:21]2[C:22]([CH:32]=[O:33])=[CH:23][C:24]3[N:28]([CH3:29])[CH:27]=[N:26][C:25]=3[C:30]=2[F:31])=[C:16]([Cl:34])[CH:15]=1. The catalyst is C1COCC1. The product is [Br:13][C:14]1[CH:19]=[CH:18][C:17]([NH:20][C:21]2[C:22]([CH:32]([C:2]3[CH:7]=[CH:6][CH:5]=[CH:4][N:3]=3)[OH:33])=[CH:23][C:24]3[N:28]([CH3:29])[CH:27]=[N:26][C:25]=3[C:30]=2[F:31])=[C:16]([Cl:34])[CH:15]=1. The yield is 0.620. (6) The reactants are [Br:1][C:2]1[CH:10]=[CH:9][C:5]([C:6]([OH:8])=[O:7])=[CH:4][C:3]=1[S:11]([Cl:14])(=[O:13])=[O:12].O=S(Cl)Cl.[CH3:19]O. No catalyst specified. The product is [Br:1][C:2]1[CH:10]=[CH:9][C:5]([C:6]([O:8][CH3:19])=[O:7])=[CH:4][C:3]=1[S:11]([Cl:14])(=[O:12])=[O:13]. The yield is 0.999.